Dataset: Forward reaction prediction with 1.9M reactions from USPTO patents (1976-2016). Task: Predict the product of the given reaction. (1) Given the reactants [NH:1]1[CH:5]=[C:4]([C:6]2[C:7]([C:12]3[CH:17]=[CH:16][CH:15]=[CH:14][CH:13]=3)=[N:8][O:9][C:10]=2[CH3:11])[N:3]=[CH:2]1.[Cl:18][C:19]1[CH:20]=[C:21](B(O)O)[CH:22]=[CH:23][C:24]=1[Cl:25], predict the reaction product. The product is: [Cl:18][C:19]1[CH:20]=[C:21]([N:1]2[CH:5]=[C:4]([C:6]3[C:7]([C:12]4[CH:13]=[CH:14][CH:15]=[CH:16][CH:17]=4)=[N:8][O:9][C:10]=3[CH3:11])[N:3]=[CH:2]2)[CH:22]=[CH:23][C:24]=1[Cl:25]. (2) Given the reactants [CH3:1][C@@:2]([S:42]([CH3:45])(=[O:44])=[O:43])([CH2:13][CH2:14][N:15]1[CH:20]=[CH:19][C:18]([C:21]2[CH:26]=[CH:25][C:24]([O:27][CH2:28][CH2:29][CH:30]3[CH2:33][CH:32]([O:34]C4CCCCO4)[CH2:31]3)=[CH:23][CH:22]=2)=[CH:17][C:16]1=[O:41])[C:3]([NH:5][O:6]C1CCCCO1)=[O:4].Cl, predict the reaction product. The product is: [OH:6][NH:5][C:3](=[O:4])[C@:2]([CH3:1])([S:42]([CH3:45])(=[O:44])=[O:43])[CH2:13][CH2:14][N:15]1[CH:20]=[CH:19][C:18]([C:21]2[CH:26]=[CH:25][C:24]([O:27][CH2:28][CH2:29][CH:30]3[CH2:33][CH:32]([OH:34])[CH2:31]3)=[CH:23][CH:22]=2)=[CH:17][C:16]1=[O:41]. (3) Given the reactants [NH2:1][C:2]1[C:3]2[C:10]([C:11]3[S:15][CH:14]=[C:13]([C:16]([O:18]C)=[O:17])[CH:12]=3)=[CH:9][N:8]([C@H:20]3[C@@:24]([OH:26])([CH3:25])[CH:23]([OH:27])[CH:22]([CH2:28][OH:29])[O:21]3)[C:4]=2[N:5]=[CH:6][N:7]=1.O[Li].O.CO.O, predict the reaction product. The product is: [NH2:1][C:2]1[C:3]2[C:10]([C:11]3[S:15][CH:14]=[C:13]([C:16]([OH:18])=[O:17])[CH:12]=3)=[CH:9][N:8]([C@H:20]3[C@@:24]([OH:26])([CH3:25])[CH:23]([OH:27])[CH:22]([CH2:28][OH:29])[O:21]3)[C:4]=2[N:5]=[CH:6][N:7]=1. (4) Given the reactants N[C:2]1[CH:7]=[CH:6][C:5]([CH2:8][C:9]([OH:11])=[O:10])=[CH:4][CH:3]=1.[Cl:12][C:13]([Cl:21])([Cl:20])[CH2:14][O:15][C:16](=[O:19])[CH:17]=[CH2:18].COC(=O)C([Cl:35])CC1C=CC(CO)=CC=1, predict the reaction product. The product is: [Cl:12][C:13]([Cl:21])([Cl:20])[CH2:14][O:15][C:16](=[O:19])[CH:17]([Cl:35])[CH2:18][C:2]1[CH:7]=[CH:6][C:5]([CH2:8][C:9]([OH:11])=[O:10])=[CH:4][CH:3]=1. (5) Given the reactants [CH2:1]([N:4]1[C:12]2[CH:11]=[CH:10][C:9]([NH:13][CH3:14])=[CH:8][C:7]=2[CH:6]2[CH2:15][N:16]([C:19]([O:21][C:22]([CH3:25])([CH3:24])[CH3:23])=[O:20])[CH2:17][CH2:18][CH:5]12)[CH:2]=[CH2:3].[C:26]1([S:32](Cl)(=[O:34])=[O:33])[CH:31]=[CH:30][CH:29]=[CH:28][CH:27]=1.C(N(CC)CC)C, predict the reaction product. The product is: [CH2:1]([N:4]1[C:12]2[CH:11]=[CH:10][C:9]([N:13]([CH3:14])[S:32]([C:26]3[CH:31]=[CH:30][CH:29]=[CH:28][CH:27]=3)(=[O:34])=[O:33])=[CH:8][C:7]=2[CH:6]2[CH2:15][N:16]([C:19]([O:21][C:22]([CH3:25])([CH3:24])[CH3:23])=[O:20])[CH2:17][CH2:18][CH:5]12)[CH:2]=[CH2:3]. (6) Given the reactants [NH:1]1[CH:5]=[C:4]([C:6]([OH:8])=O)[N:3]=[N:2]1.CCN([CH:15]([CH3:17])C)C(C)C.CN([C:21]([O:25]N1N=NC2C=CC=NC1=2)=[N+](C)C)C.F[P-](F)(F)(F)(F)F.[C:42]1([C:66]2[CH:71]=[CH:70][CH:69]=[CH:68][CH:67]=2)[CH:47]=[CH:46][C:45]([CH2:48][C@@H:49]([NH:58]C(OC(C)(C)C)=O)[CH2:50][C@:51]([CH2:56][OH:57])([CH3:55])[C:52]([OH:54])=[O:53])=[CH:44][CH:43]=1, predict the reaction product. The product is: [CH3:21][O:25][CH2:15][CH2:17][O:54][C:52](=[O:53])[C@@:51]([CH2:56][OH:57])([CH3:55])[CH2:50][C@H:49]([NH:58][C:6]([C:4]1[NH:3][N:2]=[N:1][CH:5]=1)=[O:8])[CH2:48][C:45]1[CH:46]=[CH:47][C:42]([C:66]2[CH:71]=[CH:70][CH:69]=[CH:68][CH:67]=2)=[CH:43][CH:44]=1. (7) Given the reactants C([NH:8][C@@H:9]([C:18]([OH:20])=O)[CH2:10][CH2:11][C:12]1[CH:17]=[CH:16][CH:15]=[CH:14][CH:13]=1)(OC(C)(C)C)=O.[CH2:21]1[C@H:30]2[C@@H:25]([CH2:26][CH2:27][CH2:28][CH2:29]2)[CH2:24][CH2:23][NH:22]1.[NH2:31][C:32]1[C:37]([Cl:38])=[CH:36][C:35]([S:39](Cl)(=[O:41])=[O:40])=[CH:34][C:33]=1[Cl:43], predict the reaction product. The product is: [NH2:31][C:32]1[C:37]([Cl:38])=[CH:36][C:35]([S:39]([NH:8][C@@H:9]([C:18]([N:22]2[CH2:23][CH2:24][C@H:25]3[C@@H:30]([CH2:29][CH2:28][CH2:27][CH2:26]3)[CH2:21]2)=[O:20])[CH2:10][CH2:11][C:12]2[CH:13]=[CH:14][CH:15]=[CH:16][CH:17]=2)(=[O:41])=[O:40])=[CH:34][C:33]=1[Cl:43].